From a dataset of Full USPTO retrosynthesis dataset with 1.9M reactions from patents (1976-2016). Predict the reactants needed to synthesize the given product. (1) Given the product [CH2:1]([O:8][C:9]([N:11]1[CH2:17][CH2:16][C@:15]([CH2:18][C:19]2[CH:24]=[CH:23][CH:22]=[CH:21][CH:20]=2)([OH:14])[C@@H:13]([OH:25])[CH2:12]1)=[O:10])[C:2]1[CH:7]=[CH:6][CH:5]=[CH:4][CH:3]=1, predict the reactants needed to synthesize it. The reactants are: [CH2:1]([O:8][C:9]([N:11]1[CH2:17][CH2:16][C@:15]2([CH2:18][C:19]3[CH:24]=[CH:23][CH:22]=[CH:21][CH:20]=3)[C@@H:13]([O:14]2)[CH2:12]1)=[O:10])[C:2]1[CH:7]=[CH:6][CH:5]=[CH:4][CH:3]=1.[OH:25]S(O)(=O)=O. (2) Given the product [F:1][C:2]1[CH:3]=[CH:4][C:5]([CH:6]2[CH:26]([C:22]3[N:21]([CH3:20])[CH:25]=[CH:24][N:23]=3)[C:28](=[O:30])[C:29]3[C:13]([C:12]([O:11][CH2:10][CH3:9])=[O:17])=[CH:14][CH:15]=[CH:16][C:8]=3[NH:7]2)=[CH:18][CH:19]=1, predict the reactants needed to synthesize it. The reactants are: [F:1][C:2]1[CH:19]=[CH:18][C:5](/[CH:6]=[N:7]/[C:8]2[CH:16]=[CH:15][CH:14]=[C:13]3[C:9]=2[CH2:10][O:11][C:12]3=[O:17])=[CH:4][CH:3]=1.[CH3:20][N:21]1[CH:25]=[CH:24][N:23]=[C:22]1[CH:26]=O.[CH2:28]([OH:30])[CH3:29]. (3) The reactants are: [F:1][C:2]1[CH:7]=[CH:6][C:5]([C:8]([NH:10][C@@H:11]([CH2:15][SH:16])[C:12]([OH:14])=[O:13])=[O:9])=[CH:4][CH:3]=1.C([O-])([O-])=O.[K+].[K+].Br[CH2:24][CH2:25][OH:26].Cl. Given the product [F:1][C:2]1[CH:3]=[CH:4][C:5]([C:8]([NH:10][C@@H:11]([CH2:15][S:16][CH2:24][CH2:25][OH:26])[C:12]([OH:14])=[O:13])=[O:9])=[CH:6][CH:7]=1, predict the reactants needed to synthesize it. (4) Given the product [CH2:1]([O:3][C:4]1[CH:5]=[C:6]([C:7]2[N:18]([CH3:17])[C:19]([SH:20])=[N:10][N:9]=2)[CH:11]=[CH:12][C:13]=1[N+:14]([O-:16])=[O:15])[CH3:2], predict the reactants needed to synthesize it. The reactants are: [CH2:1]([O:3][C:4]1[CH:5]=[C:6]([CH:11]=[CH:12][C:13]=1[N+:14]([O-:16])=[O:15])[C:7]([NH:9][NH2:10])=O)[CH3:2].[CH3:17][N:18]=[C:19]=[S:20].C(N(CC)CC)C.